This data is from Full USPTO retrosynthesis dataset with 1.9M reactions from patents (1976-2016). The task is: Predict the reactants needed to synthesize the given product. (1) Given the product [CH3:23][O:24][C:25](=[O:40])[CH2:26][C@@H:27]1[CH2:28][S:29][C:3]([C:5]2[NH:6][C:7]3[C:12]([CH:13]=2)=[CH:11][C:10]([CH2:14][S:15]([CH3:18])(=[O:16])=[O:17])=[CH:9][C:8]=3[N+:19]([O-:21])=[O:20])=[N:39]1, predict the reactants needed to synthesize it. The reactants are: CO[C:3]([C:5]1[NH:6][C:7]2[C:12]([CH:13]=1)=[CH:11][C:10]([CH2:14][S:15]([CH3:18])(=[O:17])=[O:16])=[CH:9][C:8]=2[N+:19]([O-:21])=[O:20])=O.Cl.[CH3:23][O:24][C:25](=[O:40])[CH2:26][C@@H:27]([NH2:39])[CH2:28][S:29]CC1C=CC(OC)=CC=1. (2) Given the product [Cl:17][C:12]1[CH:13]=[CH:14][CH:15]=[CH:16][C:11]=1[C:10]1[NH:1][C:2](=[O:3])[C:4]2([CH2:8][CH2:7][CH2:6][CH2:5]2)[N:9]=1, predict the reactants needed to synthesize it. The reactants are: [NH2:1][C:2]([C:4]1([NH:9][C:10](=O)[C:11]2[CH:16]=[CH:15][CH:14]=[CH:13][C:12]=2[Cl:17])[CH2:8][CH2:7][CH2:6][CH2:5]1)=[O:3].[OH-].[Na+].Cl. (3) Given the product [F:141][C:127]1[CH:128]=[C:129]([CH:139]=[CH:140][C:126]=1[NH:125][C:117]1[N:116]=[C:115]([NH:50][C:51]2[C:52]([C:66](=[O:67])[NH:68][CH3:69])=[N:53][C:54]([C:57]3[CH:58]=[N:59][N:60]([CH2:62][CH2:63][CH2:64][OH:65])[CH:61]=3)=[CH:55][CH:56]=2)[C:120]([C:121]([F:124])([F:122])[F:123])=[CH:119][N:118]=1)[CH2:130][P:131](=[O:138])([O:135][CH2:136][CH3:137])[O:132][CH2:133][CH3:134], predict the reactants needed to synthesize it. The reactants are: OCCCN1C=C(C2C=CC(NC3C(C(F)(F)F)=CN=C(NC4C=CC(CP(=O)(OCC)OCC)=CC=4OC)N=3)=C3C=2CN(C)C3=O)C=N1.[NH2:50][C:51]1[C:52]([C:66]([NH:68][CH3:69])=[O:67])=[N:53][C:54]([C:57]2[CH:58]=[N:59][N:60]([CH2:62][CH2:63][CH2:64][OH:65])[CH:61]=2)=[CH:55][CH:56]=1.C(OP1(=O)CC2C=CC(=CC=2)NC2=NC(=C(C(F)(F)F)C=N2)NC2C=CC(=NC=2C(NC)=O)C2=CN(N=C2)CCCCO1)C.Cl[C:115]1[C:120]([C:121]([F:124])([F:123])[F:122])=[CH:119][N:118]=[C:117]([NH:125][C:126]2[CH:140]=[CH:139][C:129]([CH2:130][P:131](=[O:138])([O:135][CH2:136][CH3:137])[O:132][CH2:133][CH3:134])=[CH:128][C:127]=2[F:141])[N:116]=1. (4) Given the product [P:12]([N:4]([P:12]([C:11]1[CH:10]=[CH:24][CH:19]=[CH:20][CH:21]=1)[C:13]1[CH:18]=[CH:17][CH:16]=[CH:15][CH:14]=1)[CH:1]([CH3:3])[CH3:2])([C:19]1[CH:24]=[CH:23][CH:22]=[CH:21][CH:20]=1)[C:13]1[CH:18]=[CH:17][CH:16]=[CH:15][CH:14]=1, predict the reactants needed to synthesize it. The reactants are: [CH:1]([NH2:4])([CH3:3])[CH3:2].CCN([CH2:10][CH3:11])CC.[P:12](Cl)([C:19]1[CH:24]=[CH:23][CH:22]=[CH:21][CH:20]=1)[C:13]1[CH:18]=[CH:17][CH:16]=[CH:15][CH:14]=1. (5) The reactants are: [C:1]([O:5][C:6]([N:8]1[CH2:13][CH2:12][CH:11]([O:14][C:15]2[CH:20]=[CH:19][C:18]([N+:21]([O-])=O)=[CH:17][CH:16]=2)[CH2:10][CH2:9]1)=[O:7])([CH3:4])([CH3:3])[CH3:2].[C:24]1([C:30]2[O:31][C:32]([C:38]([F:41])([F:40])[F:39])=[C:33]([C:35](O)=[O:36])[N:34]=2)[CH:29]=[CH:28][CH:27]=[CH:26][CH:25]=1. Given the product [C:1]([O:5][C:6]([N:8]1[CH2:13][CH2:12][CH:11]([O:14][C:15]2[CH:20]=[CH:19][C:18]([NH:21][C:35]([C:33]3[N:34]=[C:30]([C:24]4[CH:29]=[CH:28][CH:27]=[CH:26][CH:25]=4)[O:31][C:32]=3[C:38]([F:40])([F:41])[F:39])=[O:36])=[CH:17][CH:16]=2)[CH2:10][CH2:9]1)=[O:7])([CH3:4])([CH3:3])[CH3:2], predict the reactants needed to synthesize it.